This data is from Experimental lipophilicity measurements (octanol/water distribution) for 4,200 compounds from AstraZeneca. The task is: Regression/Classification. Given a drug SMILES string, predict its absorption, distribution, metabolism, or excretion properties. Task type varies by dataset: regression for continuous measurements (e.g., permeability, clearance, half-life) or binary classification for categorical outcomes (e.g., BBB penetration, CYP inhibition). For this dataset (lipophilicity_astrazeneca), we predict Y. (1) The molecule is O=C(CCc1ccccc1O)Nc1ccccc1. The Y is 2.71 logD. (2) The drug is COc1ccc(C(=O)Nc2cc(NC(=O)c3cccc(N(C)C)c3)ccc2C)cc1. The Y is 3.17 logD. (3) The drug is COc1cccc(Nc2nnc(C(=O)Nc3ccc(N4CCOCC4)nc3)o2)c1. The Y is 2.80 logD. (4) The molecule is O=C(O)c1[nH]c2ccccc2c1CCCOc1cccc2ccccc12. The Y is 2.75 logD.